The task is: Predict the product of the given reaction.. This data is from Forward reaction prediction with 1.9M reactions from USPTO patents (1976-2016). (1) Given the reactants CN(C)[CH:3]=[O:4].P(Cl)(Cl)(Cl)=O.[Cl:11][C:12]1[N:17]2[N:18]=[C:19]([C:21]3[O:22][CH:23]=[CH:24][C:25]=3[CH3:26])[CH:20]=[C:16]2[CH:15]=[CH:14][CH:13]=1.O, predict the reaction product. The product is: [Cl:11][C:12]1[N:17]2[N:18]=[C:19]([C:21]3[O:22][CH:23]=[CH:24][C:25]=3[CH3:26])[C:20]([CH:3]=[O:4])=[C:16]2[CH:15]=[CH:14][CH:13]=1. (2) Given the reactants [Br:1][C:2]1[CH:3]=[CH:4][C:5]([F:17])=[C:6]2[C:10]=1[NH:9][CH:8]=[C:7]2[C:11](=[O:16])C(F)(F)F.[OH-:18].[Na+], predict the reaction product. The product is: [Br:1][C:2]1[CH:3]=[CH:4][C:5]([F:17])=[C:6]2[C:10]=1[NH:9][CH:8]=[C:7]2[C:11]([OH:16])=[O:18]. (3) Given the reactants [CH2:1]([O:7][C:8]1[CH:15]=[CH:14][C:11]([CH:12]=O)=[CH:10][CH:9]=1)[CH2:2][CH2:3][CH2:4][CH2:5][CH3:6].[CH3:16][CH2:17][O:18][C:19](/[CH:21]=[CH:22]/[CH2:23]P(OCC)(OCC)=O)=[O:20].[OH-].[Li+], predict the reaction product. The product is: [CH2:17]([O:18][C:19](=[O:20])/[CH:21]=[CH:22]/[CH:23]=[CH:12]/[C:11]1[CH:14]=[CH:15][C:8]([O:7][CH2:1][CH2:2][CH2:3][CH2:4][CH2:5][CH3:6])=[CH:9][CH:10]=1)[CH3:16]. (4) Given the reactants [O:1]1[CH2:5][CH2:4][CH2:3][CH:2]1[C:6]1[CH:18]=[CH:17][C:9]([C:10]([O:12]C(C)(C)C)=[O:11])=[CH:8][CH:7]=1.FC(F)(F)C(O)=O, predict the reaction product. The product is: [O:1]1[CH2:5][CH2:4][CH2:3][CH:2]1[C:6]1[CH:18]=[CH:17][C:9]([C:10]([OH:12])=[O:11])=[CH:8][CH:7]=1. (5) Given the reactants C[O:2][C:3]([C@@H:5]1[CH2:8][CH2:7][C@H:6]1[CH2:9][NH:10][C:11]([O:13][C:14]([CH3:17])([CH3:16])[CH3:15])=[O:12])=O.[BH4-].[Na+].[Cl-].[NH4+], predict the reaction product. The product is: [C:14]([O:13][C:11](=[O:12])[NH:10][CH2:9][C@@H:6]1[CH2:7][CH2:8][C@H:5]1[CH2:3][OH:2])([CH3:17])([CH3:15])[CH3:16]. (6) The product is: [Br:8][C:6]1[CH:5]=[CH:4][N:3]=[C:2]([CH2:1][C:9]([O:10][CH2:11][CH3:12])=[O:13])[CH:7]=1. Given the reactants [CH3:1][C:2]1[CH:7]=[C:6]([Br:8])[CH:5]=[CH:4][N:3]=1.[C:9](=O)([O:13]CC)[O:10][CH2:11][CH3:12], predict the reaction product.